From a dataset of Reaction yield outcomes from USPTO patents with 853,638 reactions. Predict the reaction yield, written as a fraction of the theoretical maximum amount of product (1.0 means a 100% yield; for example, 0.34 means a 34% yield). (1) The reactants are [CH2:1]([O:3][C:4](=[O:10])[CH:5]([Cl:9])[O:6][CH2:7][CH3:8])[CH3:2].[C:11]1([P:17]([C:24]2[CH:29]=[CH:28][CH:27]=[CH:26][CH:25]=2)[C:18]2[CH:23]=[CH:22][CH:21]=[CH:20][CH:19]=2)[CH:16]=[CH:15][CH:14]=[CH:13][CH:12]=1. The catalyst is C(Cl)(Cl)Cl. The product is [Cl-:9].[CH2:7]([O:6][CH:5]([P+:17]([C:18]1[CH:19]=[CH:20][CH:21]=[CH:22][CH:23]=1)([C:24]1[CH:29]=[CH:28][CH:27]=[CH:26][CH:25]=1)[C:11]1[CH:12]=[CH:13][CH:14]=[CH:15][CH:16]=1)[C:4]([O:3][CH2:1][CH3:2])=[O:10])[CH3:8]. The yield is 0.820. (2) The product is [F:1][CH:2]([F:11])[O:3][C:4]1[CH:9]=[CH:8][C:7]([C:13]#[C:12][Si:14]([CH3:17])([CH3:16])[CH3:15])=[CH:6][CH:5]=1. The yield is 0.960. The reactants are [F:1][CH:2]([F:11])[O:3][C:4]1[CH:9]=[CH:8][C:7](I)=[CH:6][CH:5]=1.[C:12]([Si:14]([CH3:17])([CH3:16])[CH3:15])#[CH:13]. The catalyst is C(N(CC)CC)C.C(#N)C.C1C=CC([P]([Pd]([P](C2C=CC=CC=2)(C2C=CC=CC=2)C2C=CC=CC=2)([P](C2C=CC=CC=2)(C2C=CC=CC=2)C2C=CC=CC=2)[P](C2C=CC=CC=2)(C2C=CC=CC=2)C2C=CC=CC=2)(C2C=CC=CC=2)C2C=CC=CC=2)=CC=1.[Cu](I)I.